From a dataset of Full USPTO retrosynthesis dataset with 1.9M reactions from patents (1976-2016). Predict the reactants needed to synthesize the given product. (1) Given the product [CH2:25]([O:27][C:28](=[O:37])[CH2:29][C:30]1[CH:31]=[CH:32][C:33]([NH:36][C:15]([C:12]2[S:11][C:10]([NH:9][C:8]([N:7]([CH:1]3[CH2:6][CH2:5][CH2:4][CH2:3][CH2:2]3)[CH:19]3[CH2:20][CH2:21][CH2:22][CH2:23][CH2:24]3)=[O:18])=[N:14][CH:13]=2)=[O:16])=[CH:34][CH:35]=1)[CH3:26], predict the reactants needed to synthesize it. The reactants are: [CH:1]1([N:7]([CH:19]2[CH2:24][CH2:23][CH2:22][CH2:21][CH2:20]2)[C:8](=[O:18])[NH:9][C:10]2[S:11][C:12]([C:15](O)=[O:16])=[CH:13][N:14]=2)[CH2:6][CH2:5][CH2:4][CH2:3][CH2:2]1.[CH2:25]([O:27][C:28](=[O:37])[CH2:29][C:30]1[CH:35]=[CH:34][C:33]([NH2:36])=[CH:32][CH:31]=1)[CH3:26]. (2) Given the product [Br:13][C:14]1[CH:26]=[CH:25][C:17]([C:18]([NH:20][C:21]([CH3:23])([CH3:24])[CH3:22])=[O:19])=[C:16]([CH2:28][CH2:29][OH:30])[C:15]=1[F:27], predict the reactants needed to synthesize it. The reactants are: C(NC(C)C)(C)C.C([Li])CCC.[Br:13][C:14]1[CH:26]=[CH:25][C:17]([C:18]([NH:20][C:21]([CH3:24])([CH3:23])[CH3:22])=[O:19])=[CH:16][C:15]=1[F:27].[CH2:28]1[O:30][CH2:29]1. (3) Given the product [Cl:1][C:2]1[C:3]([C:24]([NH:53][CH2:54][C:55]2[C:56](=[O:63])[NH:57][C:58]([CH3:62])=[CH:59][C:60]=2[CH3:61])=[O:26])=[C:4]2[CH:9]=[CH:8][CH:7]=[N:6][N:5]2[C:10]=1[CH:11]([CH:13]1[CH2:18][CH2:17][N:16]([CH2:19][C:20]([OH:23])([CH3:21])[CH3:22])[CH2:15][CH2:14]1)[CH3:12], predict the reactants needed to synthesize it. The reactants are: [Cl:1][C:2]1[C:3]([C:24]([OH:26])=O)=[C:4]2[CH:9]=[CH:8][CH:7]=[N:6][N:5]2[C:10]=1[CH:11]([CH:13]1[CH2:18][CH2:17][N:16]([CH2:19][C:20]([OH:23])([CH3:22])[CH3:21])[CH2:15][CH2:14]1)[CH3:12].F[P-](F)(F)(F)(F)F.CN([CH+]N1CCOCC1)C.C(N(C(C)C)C(C)C)C.[NH2:53][CH2:54][C:55]1[C:56](=[O:63])[NH:57][C:58]([CH3:62])=[CH:59][C:60]=1[CH3:61]. (4) Given the product [Cl:16][C:17]1[CH:25]=[CH:24][CH:23]=[C:22]([Cl:26])[C:18]=1[C:19]([NH:9][C@H:8]([C:10]([O:12][CH3:13])=[O:11])[CH2:7][C:6]1[CH:5]=[CH:4][C:3]([CH:1]=[O:2])=[CH:15][CH:14]=1)=[O:20], predict the reactants needed to synthesize it. The reactants are: [CH:1]([C:3]1[CH:15]=[CH:14][C:6]([CH2:7][C@@H:8]([C:10]([O:12][CH3:13])=[O:11])[NH2:9])=[CH:5][CH:4]=1)=[O:2].[Cl:16][C:17]1[CH:25]=[CH:24][CH:23]=[C:22]([Cl:26])[C:18]=1[C:19](O)=[O:20]. (5) Given the product [Br:22][C:23]1[CH:30]=[CH:29][C:26]([CH2:27][N:1]2[C:9]3[C:4](=[CH:5][CH:6]=[CH:7][CH:8]=3)[C:3]3([CH2:13][O:12][C:11]4[CH:14]=[C:15]5[C:19](=[CH:20][C:10]3=4)[CH2:18][CH2:17][O:16]5)[C:2]2=[O:21])=[CH:25][CH:24]=1, predict the reactants needed to synthesize it. The reactants are: [NH:1]1[C:9]2[C:4](=[CH:5][CH:6]=[CH:7][CH:8]=2)[C:3]2([CH2:13][O:12][C:11]3[CH:14]=[C:15]4[C:19](=[CH:20][C:10]2=3)[CH2:18][CH2:17][O:16]4)[C:2]1=[O:21].[Br:22][C:23]1[CH:30]=[CH:29][C:26]([CH2:27]Br)=[CH:25][CH:24]=1.C(=O)([O-])[O-].[Cs+].[Cs+].